From a dataset of Reaction yield outcomes from USPTO patents with 853,638 reactions. Predict the reaction yield, written as a fraction of the theoretical maximum amount of product (1.0 means a 100% yield; for example, 0.34 means a 34% yield). The reactants are CO[CH:3](OC)[CH2:4][NH2:5].[N:8]([C:11]1[C:20]2[C:15](=[CH:16][CH:17]=[CH:18][CH:19]=2)[C:14]([C:21]#[N:22])=[CH:13][CH:12]=1)=[C:9]=[S:10].Cl. The catalyst is O1CCOCC1. The product is [SH:10][C:9]1[N:8]([C:11]2[C:20]3[C:15](=[CH:16][CH:17]=[CH:18][CH:19]=3)[C:14]([C:21]#[N:22])=[CH:13][CH:12]=2)[CH:3]=[CH:4][N:5]=1. The yield is 0.600.